This data is from Catalyst prediction with 721,799 reactions and 888 catalyst types from USPTO. The task is: Predict which catalyst facilitates the given reaction. (1) Reactant: C([O:5][C:6](=O)[C@@H:7]([O:9][C:10]1[CH:33]=[CH:32][C:13]2[C:14]3[N:18]([CH2:19][CH2:20][O:21][C:12]=2[CH:11]=1)[CH:17]=[C:16]([C:22]1[N:23]([CH2:27][C:28]([F:31])([F:30])[F:29])[N:24]=[CH:25][N:26]=1)[N:15]=3)[CH3:8])(C)(C)C.C(O)(C(F)(F)F)=O.C[N:43](C(ON1N=NC2C=CC=NC1=2)=[N+](C)C)C.F[P-](F)(F)(F)(F)F.[Cl-].[NH4+].C(N(CC)CC)C. Product: [F:29][C:28]([F:31])([F:30])[CH2:27][N:23]1[C:22]([C:16]2[N:15]=[C:14]3[C:13]4[CH:32]=[CH:33][C:10]([O:9][C@@H:7]([CH3:8])[C:6]([NH2:43])=[O:5])=[CH:11][C:12]=4[O:21][CH2:20][CH2:19][N:18]3[CH:17]=2)=[N:26][CH:25]=[N:24]1. The catalyst class is: 2. (2) Reactant: [Br:1][C:2]1[C:10]([N+:11]([O-])=O)=[CH:9][C:8]2[C:4](=[C:5]([C:21]#[N:22])[N:6]([C:14]3[CH:19]=[CH:18][C:17]([F:20])=[CH:16][CH:15]=3)[N:7]=2)[CH:3]=1.C1COCC1.O.[Cl-].[NH4+]. Product: [NH2:11][C:10]1[C:2]([Br:1])=[CH:3][C:4]2[C:8]([CH:9]=1)=[N:7][N:6]([C:14]1[CH:15]=[CH:16][C:17]([F:20])=[CH:18][CH:19]=1)[C:5]=2[C:21]#[N:22]. The catalyst class is: 415. (3) Reactant: [CH2:1]([O:5][C:6]([C:8]1[N:9]=[C:10]([CH2:26][CH:27]([CH3:29])[CH3:28])[C:11]2[C:16]([C:17]=1[O:18]CC1C=CC=CC=1)=[CH:15][CH:14]=[CH:13][CH:12]=2)=[O:7])[CH2:2][CH2:3][CH3:4]. Product: [CH2:1]([O:5][C:6]([C:8]1[N:9]=[C:10]([CH2:26][CH:27]([CH3:28])[CH3:29])[C:11]2[C:16]([C:17]=1[OH:18])=[CH:15][CH:14]=[CH:13][CH:12]=2)=[O:7])[CH2:2][CH2:3][CH3:4]. The catalyst class is: 350. (4) Reactant: CS[C:3]1[CH:8]=[CH:7][C:6]([N:9]([CH2:31][C:32]2[CH:36]=[CH:35][S:34][CH:33]=2)[CH:10]2[CH2:15][CH2:14][N:13]([C@H:16]([CH3:30])[CH2:17][CH2:18][NH:19][C:20]([C:22]3[C:23]([CH3:29])=[N:24][CH:25]=[N:26][C:27]=3[CH3:28])=[O:21])[CH2:12][CH2:11]2)=[CH:5][CH:4]=1.O[O:38][S:39]([O-:41])=O.[K+].[CH3:43]O. Product: [CH3:43][S:39]([C:3]1[CH:4]=[CH:5][C:6]([N:9]([CH2:31][C:32]2[CH:36]=[CH:35][S:34][CH:33]=2)[CH:10]2[CH2:15][CH2:14][N:13]([C@H:16]([CH3:30])[CH2:17][CH2:18][NH:19][C:20]([C:22]3[C:27]([CH3:28])=[N:26][CH:25]=[N:24][C:23]=3[CH3:29])=[O:21])[CH2:12][CH2:11]2)=[CH:7][CH:8]=1)(=[O:41])=[O:38]. The catalyst class is: 6. (5) Reactant: [F:1][C:2]1[CH:7]=[CH:6][C:5]([C:8]2[CH:9]=[N:10][N:11](C(C3C=CC=CC=3)(C3C=CC=CC=3)C3C=CC=CC=3)[CH:12]=2)=[CH:4][CH:3]=1.FC(F)(F)C(O)=O. Product: [F:1][C:2]1[CH:3]=[CH:4][C:5]([C:8]2[CH:12]=[N:11][NH:10][CH:9]=2)=[CH:6][CH:7]=1. The catalyst class is: 2. (6) Reactant: [NH2:1][C@@H:2]([CH2:24][C:25]1[CH:30]=[C:29]([F:31])[CH:28]=[C:27]([F:32])[CH:26]=1)[C@H:3]([OH:23])[CH2:4][NH:5][C:6]1([C:16]2[CH:21]=[CH:20][CH:19]=[C:18]([I:22])[CH:17]=2)[CH2:14][CH2:13][C:12]2[C:8](=[CH:9][N:10]([CH3:15])[N:11]=2)[CH2:7]1.[C:33](N(OC)C(=O)C)(=[O:35])[CH3:34]. Product: [F:31][C:29]1[CH:30]=[C:25]([CH2:24][C@H:2]([NH:1][C:33](=[O:35])[CH3:34])[C@H:3]([OH:23])[CH2:4][NH:5][C:6]2([C:16]3[CH:21]=[CH:20][CH:19]=[C:18]([I:22])[CH:17]=3)[CH2:14][CH2:13][C:12]3[C:8](=[CH:9][N:10]([CH3:15])[N:11]=3)[CH2:7]2)[CH:26]=[C:27]([F:32])[CH:28]=1. The catalyst class is: 4.